The task is: Predict the product of the given reaction.. This data is from Forward reaction prediction with 1.9M reactions from USPTO patents (1976-2016). (1) Given the reactants [C:1]([C:4]1[CH:5]=[C:6]([C:15]([CH3:18])([CH3:17])[CH3:16])[C:7]([OH:14])=[C:8]([C:12]=1[CH3:13])[C:9]([OH:11])=O)(=[O:3])[CH3:2].[Cl:19][C:20]1[CH:26]=[C:25]([S:27]([C:30]([F:33])([F:32])[F:31])(=[O:29])=[O:28])[CH:24]=[CH:23][C:21]=1[NH2:22], predict the reaction product. The product is: [C:1]([C:4]1[C:12]([CH3:13])=[C:8]([C:7]([OH:14])=[C:6]([C:15]([CH3:18])([CH3:17])[CH3:16])[CH:5]=1)[C:9]([NH:22][C:21]1[CH:23]=[CH:24][C:25]([S:27]([C:30]([F:33])([F:31])[F:32])(=[O:29])=[O:28])=[CH:26][C:20]=1[Cl:19])=[O:11])(=[O:3])[CH3:2]. (2) Given the reactants O.[NH2:2][NH2:3].[CH:4]([C:8]1[C:9]([NH:19][CH2:20][C:21]([F:24])([F:23])[F:22])=[N:10][C:11](S(C)(=O)=O)=[N:12][C:13]=1[Cl:14])([CH2:6][CH3:7])[CH3:5], predict the reaction product. The product is: [CH:4]([C:8]1[C:9]([NH:19][CH2:20][C:21]([F:24])([F:23])[F:22])=[N:10][C:11]([NH:2][NH2:3])=[N:12][C:13]=1[Cl:14])([CH2:6][CH3:7])[CH3:5]. (3) The product is: [CH2:30]([S:32]([NH:10][CH2:11][C@H:12]1[CH2:17][CH2:16][C@H:15]([NH:18][C:19]2[S:20][CH:21]=[C:22]([C:24]3[CH:29]=[CH:28][CH:27]=[CH:26][N:25]=3)[N:23]=2)[CH2:14][CH2:13]1)(=[O:34])=[O:33])[CH3:31]. Given the reactants C(N(C(C)C)CC)(C)C.[NH2:10][CH2:11][C@H:12]1[CH2:17][CH2:16][C@H:15]([NH:18][C:19]2[S:20][CH:21]=[C:22]([C:24]3[CH:29]=[CH:28][CH:27]=[CH:26][N:25]=3)[N:23]=2)[CH2:14][CH2:13]1.[CH2:30]([S:32](Cl)(=[O:34])=[O:33])[CH3:31].C([O-])(O)=O.[Na+], predict the reaction product. (4) The product is: [OH:28][C:3]([C:2]([F:30])([F:1])[F:29])([CH2:4][C:5]([CH3:6])([C:8]1[CH:15]=[CH:14][CH:13]=[C:10]([CH2:11][N:39]2[CH2:44][CH2:43][O:42][CH2:41][CH2:40]2)[CH:9]=1)[CH3:7])[CH2:16][N:17]1[C:26]2[C:21](=[CH:22][CH:23]=[CH:24][CH:25]=2)[C:20](=[O:27])[CH:19]=[CH:18]1. Given the reactants [F:1][C:2]([F:30])([F:29])[C:3]([OH:28])([CH2:16][N:17]1[C:26]2[C:21](=[CH:22][CH:23]=[CH:24][CH:25]=2)[C:20](=[O:27])[CH:19]=[CH:18]1)[CH2:4][C:5]([C:8]1[CH:9]=[C:10]([CH:13]=[CH:14][CH:15]=1)[CH:11]=O)([CH3:7])[CH3:6].ClC(Cl)C.C(O)(=O)C.[NH:39]1[CH2:44][CH2:43][O:42][CH2:41][CH2:40]1, predict the reaction product. (5) Given the reactants F[C:2]1[CH:3]=[C:4]2[C:9](=[CH:10][C:11]=1[N+:12]([O-:14])=[O:13])[NH:8][C:7](=[O:15])[N:6]([NH:16][S:17]([CH3:20])(=[O:19])=[O:18])[C:5]2=[O:21].[F:22][C:23]1[CH:30]=[CH:29][C:26]([CH2:27][NH2:28])=[CH:25][CH:24]=1, predict the reaction product. The product is: [F:22][C:23]1[CH:30]=[CH:29][C:26]([CH2:27][NH:28][C:2]2[CH:3]=[C:4]3[C:9](=[CH:10][C:11]=2[N+:12]([O-:14])=[O:13])[NH:8][C:7](=[O:15])[N:6]([NH:16][S:17]([CH3:20])(=[O:19])=[O:18])[C:5]3=[O:21])=[CH:25][CH:24]=1. (6) Given the reactants C[N+]1([O-])CC[O:5]CC1.[F:9][C:10]([F:40])([F:39])[C:11]1[CH:12]=[C:13]([C@H:21]([O:23][C@@H:24]2[C@@H:29]([C:30]3[CH:35]=[CH:34][C:33]([F:36])=[CH:32][CH:31]=3)[C@H:28]([CH:37]=C)[CH2:27][CH2:26][O:25]2)[CH3:22])[CH:14]=[C:15]([C:17]([F:20])([F:19])[F:18])[CH:16]=1.I([O-])(=O)(=O)=O.[Na+], predict the reaction product. The product is: [F:18][C:17]([F:20])([F:19])[C:15]1[CH:14]=[C:13]([C@H:21]([O:23][C@@H:24]2[C@@H:29]([C:30]3[CH:35]=[CH:34][C:33]([F:36])=[CH:32][CH:31]=3)[C@H:28]([CH:37]=[O:5])[CH2:27][CH2:26][O:25]2)[CH3:22])[CH:12]=[C:11]([C:10]([F:39])([F:40])[F:9])[CH:16]=1. (7) Given the reactants C[O:2][C:3](=O)[C:4]1[CH:9]=[C:8]([C:10]2[CH:15]=[CH:14][C:13]([C:16]([F:19])([F:18])[F:17])=[CH:12][CH:11]=2)[CH:7]=[N:6][CH:5]=1.[BH4-].[Na+], predict the reaction product. The product is: [F:18][C:16]([F:17])([F:19])[C:13]1[CH:12]=[CH:11][C:10]([C:8]2[CH:9]=[C:4]([CH2:3][OH:2])[CH:5]=[N:6][CH:7]=2)=[CH:15][CH:14]=1. (8) Given the reactants [Cl:1][C:2]1[CH:3]=[C:4]2[C:10]([C:11]3[N:16]=[C:15]([NH:17][C@H:18]4[CH2:22][CH2:21][N:20]([S:23]([CH3:26])(=[O:25])=[O:24])[CH2:19]4)[C:14]([F:27])=[CH:13][N:12]=3)=[CH:9][NH:8][C:5]2=[N:6][CH:7]=1.[CH2:28](S(Cl)(=O)=O)[CH2:29][CH2:30]C, predict the reaction product. The product is: [CH2:26]([S:23]([N:20]1[CH2:21][CH2:22][C@H:18]([NH:17][C:15]2[C:14]([F:27])=[CH:13][N:12]=[C:11]([C:10]3[C:4]4[C:5](=[N:6][CH:7]=[C:2]([Cl:1])[CH:3]=4)[NH:8][CH:9]=3)[N:16]=2)[CH2:19]1)(=[O:24])=[O:25])[CH2:28][CH2:29][CH3:30].